Dataset: Reaction yield outcomes from USPTO patents with 853,638 reactions. Task: Predict the reaction yield, written as a fraction of the theoretical maximum amount of product (1.0 means a 100% yield; for example, 0.34 means a 34% yield). (1) The reactants are [Si:1]([O:8][C@H:9]([CH2:16][CH:17]=[CH2:18])[CH2:10][C:11]([O:13]CC)=[O:12])([C:4]([CH3:7])([CH3:6])[CH3:5])([CH3:3])[CH3:2].[OH-].[K+]. The catalyst is CO. The product is [Si:1]([O:8][C@H:9]([CH2:16][CH:17]=[CH2:18])[CH2:10][C:11]([OH:13])=[O:12])([C:4]([CH3:7])([CH3:6])[CH3:5])([CH3:2])[CH3:3]. The yield is 0.943. (2) The reactants are [F:1][C:2]([F:13])([F:12])[C:3]1[CH:8]=[CH:7][CH:6]=[CH:5][C:4]=1[CH2:9][C:10]#[N:11].CO. The catalyst is N.[Ni]. The product is [F:1][C:2]([F:12])([F:13])[C:3]1[CH:8]=[CH:7][CH:6]=[CH:5][C:4]=1[CH2:9][CH2:10][NH2:11]. The yield is 0.440. (3) The reactants are [N:1]12[CH2:8][CH2:7][C:4]([C:9]([C:17]3[CH:22]=[CH:21][CH:20]=[CH:19][CH:18]=3)([C:11]3[CH:16]=[CH:15][CH:14]=[CH:13][CH:12]=3)[OH:10])([CH2:5][CH2:6]1)[CH2:3][CH2:2]2.[Br:23][C:24]1[CH:29]=[C:28]([Br:30])[CH:27]=[CH:26][C:25]=1[O:31][CH2:32][CH2:33]Br. The catalyst is CC#N. The product is [Br-:23].[Br:23][C:24]1[CH:29]=[C:28]([Br:30])[CH:27]=[CH:26][C:25]=1[O:31][CH2:32][CH2:33][N+:1]12[CH2:6][CH2:5][C:4]([C:9]([OH:10])([C:17]3[CH:22]=[CH:21][CH:20]=[CH:19][CH:18]=3)[C:11]3[CH:12]=[CH:13][CH:14]=[CH:15][CH:16]=3)([CH2:3][CH2:2]1)[CH2:7][CH2:8]2. The yield is 0.438. (4) The reactants are [CH2:1]([CH:3]1[NH:8][C:7]2[CH:9]=[CH:10][C:11]([N+:13]([O-:15])=[O:14])=[CH:12][C:6]=2[O:5][CH2:4]1)[CH3:2].[CH:16](=O)[CH3:17]. No catalyst specified. The product is [CH2:1]([CH:3]1[N:8]([CH2:16][CH3:17])[C:7]2[CH:9]=[CH:10][C:11]([N+:13]([O-:15])=[O:14])=[CH:12][C:6]=2[O:5][CH2:4]1)[CH3:2]. The yield is 0.750. (5) The reactants are [F:1][C:2]1[CH:30]=[CH:29][C:5]([CH2:6][N:7]2[C:15]3[C:10](=[CH:11][CH:12]=[CH:13][CH:14]=3)[C:9]3[CH2:16][C@@H:17]([CH2:27][OH:28])[N:18]([C:20]([O:22]C(C)(C)C)=O)[CH2:19][C:8]2=3)=[CH:4][CH:3]=1.O(C#[N:34])[K].[ClH:35]. The catalyst is C1COCC1.O. The product is [Cl:35][C:13]1[CH:12]=[CH:11][C:10]2[C:9]3[CH2:16][C@H:17]4[C:27](=[O:28])[NH:34][C:20](=[O:22])[N:18]4[CH2:19][C:8]=3[N:7]([CH2:6][C:5]3[CH:29]=[CH:30][C:2]([F:1])=[CH:3][CH:4]=3)[C:15]=2[CH:14]=1. The yield is 0.510.